Task: Predict the reactants needed to synthesize the given product.. Dataset: Full USPTO retrosynthesis dataset with 1.9M reactions from patents (1976-2016) (1) Given the product [ClH:34].[NH:8]1[CH2:12][CH2:11][CH2:10][C@@H:9]1[CH2:13][O:14][C:15]1[CH:16]=[CH:17][C:18]([CH2:21][C:22]2[CH:27]=[CH:26][C:25]([C:28]3[CH:33]=[CH:32][N:31]=[CH:30][CH:29]=3)=[CH:24][CH:23]=2)=[CH:19][CH:20]=1, predict the reactants needed to synthesize it. The reactants are: C(OC([N:8]1[CH2:12][CH2:11][CH2:10][C@@H:9]1[CH2:13][O:14][C:15]1[CH:20]=[CH:19][C:18]([CH2:21][C:22]2[CH:27]=[CH:26][C:25]([C:28]3[CH:33]=[CH:32][N:31]=[CH:30][CH:29]=3)=[CH:24][CH:23]=2)=[CH:17][CH:16]=1)=O)(C)(C)C.[ClH:34].CCOCC. (2) Given the product [C:1]([O:5][C:6]([N:8]1[CH2:12][CH2:11][CH2:10][CH:9]1[CH2:13][C:14]1[C:22]2[C:17](=[CH:18][C:19]([F:23])=[CH:20][CH:21]=2)[N:16]([CH2:24][CH2:25][OH:26])[CH:15]=1)=[O:7])([CH3:3])([CH3:4])[CH3:2], predict the reactants needed to synthesize it. The reactants are: [C:1]([O:5][C:6]([N:8]1[CH2:12][CH2:11][CH2:10][CH:9]1[CH2:13][C:14]1[C:22]2[C:17](=[CH:18][C:19]([F:23])=[CH:20][CH:21]=2)[N:16]([CH2:24][CH2:25][O:26][Si](C(C)(C)C)(C)C)[CH:15]=1)=[O:7])([CH3:4])([CH3:3])[CH3:2].[F-].C([N+](CCCC)(CCCC)CCCC)CCC.CCCCCC.CCOC(C)=O. (3) Given the product [CH2:56]([NH:58][C:59]([C@@H:61]1[C@@H:18]([OH:26])[C@@H:17]([OH:27])[C@H:16]([N:13]2[CH:12]=[N:11][C:10]3[C:14]2=[N:15][C:7]([N:5]2[CH:6]=[C:2]([NH2:1])[CH:3]=[N:4]2)=[N:8][C:9]=3[NH:28][CH2:29][CH:30]([C:31]2[CH:36]=[CH:35][CH:34]=[CH:33][CH:32]=2)[C:37]2[CH:42]=[CH:41][CH:40]=[CH:39][CH:38]=2)[O:62]1)=[O:60])[CH3:55], predict the reactants needed to synthesize it. The reactants are: [NH2:1][C:2]1[CH:3]=[N:4][N:5]([C:7]2[N:15]=[C:14]3[C:10]([N:11]=[CH:12][N:13]3[C@@H:16]3C[C@H](NC(=O)CO)[C@@H:18]([OH:26])[C@H:17]3[OH:27])=[C:9]([NH:28][CH2:29][CH:30]([C:37]3[CH:42]=[CH:41][CH:40]=[CH:39][CH:38]=3)[C:31]3[CH:36]=[CH:35][CH:34]=[CH:33][CH:32]=3)[N:8]=2)[CH:6]=1.ClC1N=C2C(N=CN2[C@@H]2C[C@H:56]([NH:58][C:59]([CH2:61][O:62]C(=O)C)=[O:60])[C@@H:55](O)[C@H]2O)=C(NCC(C2C=CC=CC=2)C2C=CC=CC=2)N=1. (4) Given the product [Cl:2][C:3]1[N:4]=[C:5]([O:13][CH3:14])[S:6][C:7]=1[CH:8]=[O:9], predict the reactants needed to synthesize it. The reactants are: Cl.[Cl:2][C:3]1[N:4]=[C:5]([O:13][CH3:14])[S:6][C:7]=1[CH:8]1OCC[O:9]1.[OH-].[Na+]. (5) Given the product [N:12]1[C:13]2[C:8](=[CH:7][C:6]([S:5][CH2:4][CH:3]=[O:2])=[CH:15][CH:14]=2)[CH:9]=[CH:10][CH:11]=1, predict the reactants needed to synthesize it. The reactants are: C[O:2][CH:3](OC)[CH2:4][S:5][C:6]1[CH:7]=[C:8]2[C:13](=[CH:14][CH:15]=1)[N:12]=[CH:11][CH:10]=[CH:9]2. (6) Given the product [Cl:24][C:19]1[CH:20]=[CH:21][CH:22]=[CH:23][C:18]=1[CH:16]([O:15][C:14]([NH:13][C:12]1[C:8]([C:5]2[CH:4]=[CH:3][C:2]([NH:1][C:26](=[O:32])[CH2:27][CH2:28][C:29]([OH:31])=[O:30])=[CH:7][CH:6]=2)=[N:9][O:10][CH:11]=1)=[O:25])[CH3:17], predict the reactants needed to synthesize it. The reactants are: [NH2:1][C:2]1[CH:7]=[CH:6][C:5]([C:8]2[C:12]([NH:13][C:14](=[O:25])[O:15][CH:16]([C:18]3[CH:23]=[CH:22][CH:21]=[CH:20][C:19]=3[Cl:24])[CH3:17])=[CH:11][O:10][N:9]=2)=[CH:4][CH:3]=1.[C:26]1(=[O:32])[O:31][C:29](=[O:30])[CH2:28][CH2:27]1. (7) The reactants are: [N+]([C:4]1[CH:5]=[CH:6][C:7]([O:10][C:11]2[CH:12]=[C:13]3[C:18](=[CH:19][CH:20]=2)[O:17][CH:16]([C:21]2[CH:26]=[CH:25][CH:24]=[CH:23][CH:22]=2)[CH2:15][CH2:14]3)=[N:8][CH:9]=1)([O-])=O.C1(C2CCC3C(=CC=C(O)C=3)O2)C=CC=CC=1.Cl[C:45]1C=CC(C#N)=C[N:46]=1. Given the product [C:21]1([CH:16]2[CH2:15][CH2:14][C:13]3[C:18](=[CH:19][CH:20]=[C:11]([O:10][C:7]4[CH:6]=[CH:5][C:4]([C:45]#[N:46])=[CH:9][N:8]=4)[CH:12]=3)[O:17]2)[CH:26]=[CH:25][CH:24]=[CH:23][CH:22]=1, predict the reactants needed to synthesize it.